Task: Predict the reactants needed to synthesize the given product.. Dataset: Full USPTO retrosynthesis dataset with 1.9M reactions from patents (1976-2016) (1) Given the product [Cl:1][C:2]1[CH:3]=[CH:4][C:5]2[N:11]3[CH:12]=[CH:13][CH:14]=[C:10]3[C@@H:9]([CH2:15][C:16]([N:18]3[CH2:19][CH2:20][CH:21]([CH2:24][C:25]([OH:27])=[O:26])[CH2:22][CH2:23]3)=[O:17])[O:8][C@H:7]([C:30](=[O:39])[C:31]3[CH:36]=[CH:35][CH:34]=[C:33]([Cl:37])[C:32]=3[Cl:38])[C:6]=2[CH:40]=1, predict the reactants needed to synthesize it. The reactants are: [Cl:1][C:2]1[CH:3]=[CH:4][C:5]2[N:11]3[CH:12]=[CH:13][CH:14]=[C:10]3[C@@H:9]([CH2:15][C:16]([N:18]3[CH2:23][CH2:22][CH:21]([CH2:24][C:25]([O:27]CC)=[O:26])[CH2:20][CH2:19]3)=[O:17])[O:8][C@H:7]([C:30](=[O:39])[C:31]3[CH:36]=[CH:35][CH:34]=[C:33]([Cl:37])[C:32]=3[Cl:38])[C:6]=2[CH:40]=1.O1CCCC1.C(=O)([O-])[O-].[K+].[K+].C(O)(=O)CC(CC(O)=O)(C(O)=O)O. (2) Given the product [CH:31]12[NH:37][CH:35]([CH2:36][CH:29]([C:10]3[C:9]4[C:45](=[O:47])[CH2:46][CH2:50][NH:7][C:8]=4[N:13]4[N:14]=[CH:15][C:16]([C:17]5[CH:18]=[N:19][C:20]([C:23]6[CH:24]=[CH:25][CH:26]=[CH:27][CH:28]=6)=[CH:21][CH:22]=5)=[C:12]4[N:11]=3)[CH2:30]1)[CH2:34][O:33][CH2:32]2, predict the reactants needed to synthesize it. The reactants are: C[Si](C)(C)CCOC[N:7]([CH2:50]OCC[Si](C)(C)C)[C:8]1[N:13]2[N:14]=[CH:15][C:16]([C:17]3[CH:18]=[N:19][C:20]([C:23]4[CH:28]=[CH:27][CH:26]=[CH:25][CH:24]=4)=[CH:21][CH:22]=3)=[C:12]2[N:11]=[C:10]([CH:29]2[CH2:36][CH:35]3[N:37](C(OC(C)(C)C)=O)[CH:31]([CH2:32][O:33][CH2:34]3)[CH2:30]2)[C:9]=1[C:45]([O:47]CC)=[CH2:46]. (3) The reactants are: [CH:1]1[C:14]2[CH:13]([C:15]#[N:16])[C:12]3[C:7](=[CH:8][CH:9]=[CH:10][CH:11]=3)[S:6][C:5]=2[CH:4]=[CH:3][CH:2]=1.C([Li])CCC.[CH3:22][CH2:23][O:24][C:25]([CH2:27]Br)=[O:26]. Given the product [CH2:23]([O:24][C:25](=[O:26])[CH2:27][C:13]1([C:15]#[N:16])[C:14]2[CH:1]=[CH:2][CH:3]=[CH:4][C:5]=2[S:6][C:7]2[C:12]1=[CH:11][CH:10]=[CH:9][CH:8]=2)[CH3:22], predict the reactants needed to synthesize it. (4) Given the product [F:1][C:2]1[CH:7]=[CH:6][CH:5]=[C:4]([CH2:8][O:9][CH3:23])[C:3]=1[N:10]1[CH:14]=[C:13]([C:15]([O:17][CH2:18][CH3:19])=[O:16])[C:12]([CH3:20])=[N:11]1, predict the reactants needed to synthesize it. The reactants are: [F:1][C:2]1[CH:7]=[CH:6][CH:5]=[C:4]([CH2:8][OH:9])[C:3]=1[N:10]1[CH:14]=[C:13]([C:15]([O:17][CH2:18][CH3:19])=[O:16])[C:12]([CH3:20])=[N:11]1.[H-].[Na+].[CH3:23]I. (5) The reactants are: [Cl:1][C:2]1[CH:3]=[C:4]([CH:7]=[CH:8][CH:9]=1)[CH:5]=[CH2:6].C[N+]1([O-])CC[O:14]CC1.C1C=C(Cl)C=C(C(OO)=O)C=1. Given the product [Cl:1][C:2]1[CH:3]=[C:4]([CH:7]=[CH:8][CH:9]=1)[C@H:5]1[O:14][CH2:6]1, predict the reactants needed to synthesize it. (6) Given the product [CH3:14][O:15][C:16]1[CH:23]=[C:22]([O:24][CH3:25])[CH:21]=[CH:20][C:17]=1[CH2:18][NH:19][C:2]1[N:7]=[CH:6][C:5]([C:8]([O:10][CH3:11])=[O:9])=[C:4]([O:12][CH3:13])[CH:3]=1, predict the reactants needed to synthesize it. The reactants are: Cl[C:2]1[N:7]=[CH:6][C:5]([C:8]([O:10][CH3:11])=[O:9])=[C:4]([O:12][CH3:13])[CH:3]=1.[CH3:14][O:15][C:16]1[CH:23]=[C:22]([O:24][CH3:25])[CH:21]=[CH:20][C:17]=1[CH2:18][NH2:19].C(=O)([O-])[O-].[K+].[K+]. (7) The reactants are: [CH3:1][C:2]1[C:3]([CH2:9][NH:10][S:11]([C:14]2[CH:19]=[CH:18][CH:17]=[CH:16][C:15]=2[N+:20]([O-:22])=[O:21])(=[O:13])=[O:12])=[N:4][CH:5]=[C:6]([CH3:8])[CH:7]=1.[CH3:23][O:24][C:25](=[O:36])[C:26]1[CH:31]=[C:30]([C:32]#[N:33])[CH:29]=[CH:28][C:27]=1[CH2:34]Br.C([O-])([O-])=O.[K+].[K+]. Given the product [CH3:23][O:24][C:25](=[O:36])[C:26]1[CH:31]=[C:30]([C:32]#[N:33])[CH:29]=[CH:28][C:27]=1[CH2:34][N:10]([CH2:9][C:3]1[C:2]([CH3:1])=[CH:7][C:6]([CH3:8])=[CH:5][N:4]=1)[S:11]([C:14]1[CH:19]=[CH:18][CH:17]=[CH:16][C:15]=1[N+:20]([O-:22])=[O:21])(=[O:12])=[O:13], predict the reactants needed to synthesize it.